From a dataset of Forward reaction prediction with 1.9M reactions from USPTO patents (1976-2016). Predict the product of the given reaction. (1) Given the reactants [CH2:1]([O:8][C:9]1[C:10](=[O:29])[CH:11]=[C:12]([CH2:17][NH:18][S:19]([C:22]2[CH:27]=[CH:26][CH:25]=[C:24]([Cl:28])[CH:23]=2)(=[O:21])=[O:20])[O:13][C:14]=1[CH2:15][OH:16])[C:2]1[CH:7]=[CH:6][CH:5]=[CH:4][CH:3]=1.C(OC1C(=O)C=C(CNS(C2C=CC=CC=2)(=O)=O)OC=1C=O)C1C=CC=CC=1, predict the reaction product. The product is: [CH2:1]([O:8][C:9]1[C:10](=[O:29])[CH:11]=[C:12]([CH2:17][NH:18][S:19]([C:22]2[CH:27]=[CH:26][CH:25]=[C:24]([Cl:28])[CH:23]=2)(=[O:21])=[O:20])[O:13][C:14]=1[CH:15]=[O:16])[C:2]1[CH:7]=[CH:6][CH:5]=[CH:4][CH:3]=1. (2) Given the reactants C([SiH](CC)CC)C.FC(F)(F)C(O)=O.O[CH:16]([C:27]1[C:28]([C:38]2[CH:43]=[CH:42][CH:41]=[CH:40][CH:39]=2)=[N:29][N:30]2[CH:35]=[C:34]([O:36][CH3:37])[CH:33]=[CH:32][C:31]=12)[C:17]1[CH:18]=[C:19]([CH:24]=[CH:25][CH:26]=1)[C:20]([O:22][CH3:23])=[O:21].C(=O)(O)[O-].[Na+], predict the reaction product. The product is: [CH3:37][O:36][C:34]1[CH:33]=[CH:32][C:31]2[N:30]([N:29]=[C:28]([C:38]3[CH:43]=[CH:42][CH:41]=[CH:40][CH:39]=3)[C:27]=2[CH2:16][C:17]2[CH:18]=[C:19]([CH:24]=[CH:25][CH:26]=2)[C:20]([O:22][CH3:23])=[O:21])[CH:35]=1. (3) The product is: [CH3:1][O:2][C:3]1[N:4]=[C:5]2[C:10](=[CH:11][CH:12]=1)[N:9]=[CH:8][CH:7]=[C:25]2[CH:24]([OH:28])[CH2:26][OH:16]. Given the reactants [CH3:1][O:2][C:3]1[CH:12]=[CH:11][C:10]2[C:5](=C(C=C)[CH:7]=[CH:8][N:9]=2)[N:4]=1.S(S([O-])=O)([O-])(=O)=[O:16].[Na+].[Na+].[C:24]([OH:28])(C)([CH3:26])[CH3:25], predict the reaction product. (4) Given the reactants [Cl:1][C:2]1[CH:11]=[C:10]2[C:5]([CH:6]=[CH:7][N:8]([C@@H:13]([CH2:17][CH3:18])[C:14]([OH:16])=O)[C:9]2=[O:12])=[CH:4][CH:3]=1.C([O:23][C:24](=[O:42])[CH2:25][C@H:26]([NH2:41])[CH:27]([OH:40])[CH2:28][O:29][C:30]1[C:35]([F:36])=[C:34]([F:37])[CH:33]=[C:32]([F:38])[C:31]=1[F:39])(C)(C)C, predict the reaction product. The product is: [Cl:1][C:2]1[CH:11]=[C:10]2[C:5]([CH:6]=[CH:7][N:8]([C@@H:13]([CH2:17][CH3:18])[C:14]([NH:41][C@H:26]([C:27](=[O:40])[CH2:28][O:29][C:30]3[C:35]([F:36])=[C:34]([F:37])[CH:33]=[C:32]([F:38])[C:31]=3[F:39])[CH2:25][C:24]([OH:42])=[O:23])=[O:16])[C:9]2=[O:12])=[CH:4][CH:3]=1.